Predict the reaction yield, written as a fraction of the theoretical maximum amount of product (1.0 means a 100% yield; for example, 0.34 means a 34% yield). From a dataset of Reaction yield outcomes from USPTO patents with 853,638 reactions. (1) The reactants are [NH2:1][C:2]1[CH:7]=[CH:6][CH:5]=[CH:4][N:3]=1.[F:8][C:9]([F:16])([F:15])[C:10]([O:12]CC)=O.[Cl:17][C:18]1[CH:23]=[CH:22][C:21]([CH2:24]Cl)=[CH:20][N:19]=1.C(=O)([O-])[O-].[K+].[K+]. The catalyst is CN(C)C=O.C1(C)C=CC=CC=1.O.CO. The product is [Cl:17][C:18]1[N:19]=[CH:20][C:21]([CH2:24][N:3]2[CH:4]=[CH:5][CH:6]=[CH:7][C:2]2=[N:1][C:10](=[O:12])[C:9]([F:8])([F:15])[F:16])=[CH:22][CH:23]=1. The yield is 0.654. (2) The reactants are [OH:1][C:2]1[CH:9]=[CH:8][CH:7]=[CH:6][C:3]=1[CH:4]=O.C([O-])([O-])=O.[K+].[K+].Cl[CH2:17][C:18](=[O:20])[CH3:19]. The catalyst is CC#N.C(Cl)Cl. The product is [O:1]1[C:2]2[CH:9]=[CH:8][CH:7]=[CH:6][C:3]=2[CH:4]=[C:17]1[C:18](=[O:20])[CH3:19]. The yield is 0.390.